From a dataset of Forward reaction prediction with 1.9M reactions from USPTO patents (1976-2016). Predict the product of the given reaction. (1) Given the reactants [N:1]1([CH2:7][CH2:8][NH2:9])[CH2:6][CH2:5][O:4][CH2:3][CH2:2]1.[CH3:10][Si:11]([CH3:26])([CH2:20][CH2:21][Si:22]([CH3:25])([CH3:24])[CH3:23])[CH2:12][CH2:13][CH2:14][O:15][CH2:16][CH:17]1[CH2:19][O:18]1, predict the reaction product. The product is: [CH3:26][Si:11]([CH3:10])([CH2:20][CH2:21][Si:22]([CH3:23])([CH3:25])[CH3:24])[CH2:12][CH2:13][CH2:14][O:15][CH2:16][CH:17]([OH:18])[CH2:19][NH:9][CH2:8][CH2:7][N:1]1[CH2:6][CH2:5][O:4][CH2:3][CH2:2]1. (2) Given the reactants Br[C:2]1[C:3]([CH:8]=[O:9])=[N:4][CH:5]=[CH:6][CH:7]=1.[C:10]([C:12]1[CH:13]=[C:14](B(O)O)[CH:15]=[CH:16][CH:17]=1)#[N:11], predict the reaction product. The product is: [CH:8]([C:3]1[C:2]([C:16]2[CH:17]=[C:12]([CH:13]=[CH:14][CH:15]=2)[C:10]#[N:11])=[CH:7][CH:6]=[CH:5][N:4]=1)=[O:9]. (3) Given the reactants [F:1][C:2]([F:18])([F:17])[C:3]1[CH:4]=[C:5](OB(O)O)[CH:6]=[C:7]([C:9]([F:12])([F:11])[F:10])[CH:8]=1.Br[C:20]([C:22]([F:25])([F:24])[F:23])=[CH2:21].C(=O)([O-])[O-].[K+].[K+], predict the reaction product. The product is: [F:1][C:2]([F:18])([F:17])[C:3]1[CH:4]=[C:5]([C:20]([C:22]([F:25])([F:24])[F:23])=[CH2:21])[CH:6]=[C:7]([C:9]([F:12])([F:11])[F:10])[CH:8]=1. (4) Given the reactants [Cl:1][C:2]1[N:7]=[C:6]([C:8]2[CH:9]=[C:10]([CH:21]=[CH:22][CH:23]=2)[CH2:11][NH:12][CH2:13][CH2:14][C:15]2[CH:20]=[CH:19][N:18]=[CH:17][CH:16]=2)[CH:5]=[CH:4][N:3]=1.[CH3:24][S:25](Cl)(=[O:27])=[O:26], predict the reaction product. The product is: [Cl:1][C:2]1[N:7]=[C:6]([C:8]2[CH:9]=[C:10]([CH:21]=[CH:22][CH:23]=2)[CH2:11][N:12]([CH2:13][CH2:14][C:15]2[CH:20]=[CH:19][N:18]=[CH:17][CH:16]=2)[S:25]([CH3:24])(=[O:27])=[O:26])[CH:5]=[CH:4][N:3]=1. (5) Given the reactants [CH3:1][O:2][C:3]1[CH:4]=[CH:5][C:6]2[C:15]3[NH:14][CH2:13][CH2:12][CH2:11][C:10]=3[C:9](=[O:16])[NH:8][C:7]=2[CH:17]=1.O1CCOCC1.[ClH:24], predict the reaction product. The product is: [ClH:24].[CH3:1][O:2][C:3]1[CH:4]=[CH:5][C:6]2[C:15]3[NH:14][CH2:13][CH2:12][CH2:11][C:10]=3[C:9](=[O:16])[NH:8][C:7]=2[CH:17]=1. (6) Given the reactants [CH3:1][C:2]1[CH:10]=[C:9]([C:11]2[CH2:15][C:14]([C:26]([F:29])([F:28])[F:27])([C:16]3[CH:21]=[CH:20][CH:19]=[C:18]([C:22]([F:25])([F:24])[F:23])[CH:17]=3)[O:13][N:12]=2)[CH:8]=[CH:7][C:3]=1[CH:4]=[N:5][OH:6].ClN1C(=O)CCC1=O.[NH2:38][CH2:39][C:40]([NH:42][CH2:43][C:44]([F:47])([F:46])[F:45])=[O:41].C(N(CC)CC)C, predict the reaction product. The product is: [OH:6][N:5]=[C:4]([NH:38][CH2:39][C:40]([NH:42][CH2:43][C:44]([F:47])([F:46])[F:45])=[O:41])[C:3]1[CH:7]=[CH:8][C:9]([C:11]2[CH2:15][C:14]([C:26]([F:29])([F:27])[F:28])([C:16]3[CH:21]=[CH:20][CH:19]=[C:18]([C:22]([F:24])([F:25])[F:23])[CH:17]=3)[O:13][N:12]=2)=[CH:10][C:2]=1[CH3:1]. (7) Given the reactants [Cl:1][C:2]1[CH:3]=[C:4]([N:8]2[CH2:12][C@:11]3([CH2:16][C@@H:15]([C:17]([OH:19])=O)[N:14]([C:20](=[O:36])[C@@H:21]([NH:26][C:27](=[O:35])[CH2:28][CH:29]4[CH2:34][CH2:33][CH2:32][CH2:31][CH2:30]4)[C:22]([CH3:25])([CH3:24])[CH3:23])[CH2:13]3)[O:10][C:9]2=[O:37])[CH:5]=[CH:6][CH:7]=1.[NH2:38][C@@H:39]([CH2:48][CH2:49][CH3:50])[CH:40]([OH:47])[C:41]([NH:43][CH:44]1[CH2:46][CH2:45]1)=[O:42], predict the reaction product. The product is: [Cl:1][C:2]1[CH:3]=[C:4]([N:8]2[CH2:12][C@:11]3([CH2:16][C@@H:15]([C:17]([NH:38][C@@H:39]([CH2:48][CH2:49][CH3:50])[CH:40]([OH:47])[C:41]([NH:43][CH:44]4[CH2:45][CH2:46]4)=[O:42])=[O:19])[N:14]([C:20](=[O:36])[C@@H:21]([NH:26][C:27](=[O:35])[CH2:28][CH:29]4[CH2:30][CH2:31][CH2:32][CH2:33][CH2:34]4)[C:22]([CH3:25])([CH3:23])[CH3:24])[CH2:13]3)[O:10][C:9]2=[O:37])[CH:5]=[CH:6][CH:7]=1. (8) Given the reactants [CH3:1][O:2][C:3]1[C:12]([O:13][CH3:14])=[C:11]([O:15][CH3:16])[CH:10]=[C:9]2[C:4]=1[CH:5]=[CH:6][C:7]([CH3:17])=[N:8]2.[Se](=O)=[O:19], predict the reaction product. The product is: [CH3:1][O:2][C:3]1[C:12]([O:13][CH3:14])=[C:11]([O:15][CH3:16])[CH:10]=[C:9]2[C:4]=1[CH:5]=[CH:6][C:7]([CH:17]=[O:19])=[N:8]2.